From a dataset of Reaction yield outcomes from USPTO patents with 853,638 reactions. Predict the reaction yield, written as a fraction of the theoretical maximum amount of product (1.0 means a 100% yield; for example, 0.34 means a 34% yield). (1) The reactants are C[Al](C)C.[CH3:5][O:6][C:7]1[CH:12]=[CH:11][C:10]([N:13]2[C:17](C(OC)=O)=[CH:16][C:15]([NH:22][C:23]([O:25][CH3:26])=[O:24])=[N:14]2)=[CH:9][CH:8]=1. The catalyst is C(Cl)Cl.C1(C)C=CC=CC=1. The product is [CH3:5][O:6][C:7]1[CH:8]=[CH:9][C:10]([N:13]2[CH:17]=[CH:16][C:15]([NH:22][C:23]([O:25][CH3:26])=[O:24])=[N:14]2)=[CH:11][CH:12]=1. The yield is 0.820. (2) The reactants are [Mg].Br[CH2:3][CH2:4][CH:5]=[CH2:6].[CH3:7][C:8]1([CH3:17])[NH:14][C:13]([CH3:16])([CH3:15])[CH2:12][C:10](=[O:11])[CH2:9]1. The catalyst is C(OCC)C. The product is [OH:11][C:10]1([CH2:6][CH2:5][CH:4]=[CH2:3])[CH2:9][C:8]([CH3:17])([CH3:7])[NH:14][C:13]([CH3:16])([CH3:15])[CH2:12]1. The yield is 0.435. (3) The reactants are [N:1]1[CH:6]=[CH:5][CH:4]=[CH:3][C:2]=1[CH2:7][O:8][C:9]1[CH:10]=[C:11]2[C:15](=[CH:16][CH:17]=1)[N:14]([CH2:18][C:19]1[CH:24]=[CH:23][C:22]([C:25]3[CH:26]=[CH:27][C:28]([O:31][CH3:32])=[N:29][CH:30]=3)=[CH:21][CH:20]=1)[C:13]([CH2:33][C:34]([CH3:39])([CH3:38])[C:35]([OH:37])=[O:36])=[C:12]2[S:40][C:41]([CH3:44])([CH3:43])[CH3:42].[OH-].[Na+:46]. The catalyst is CCO. The product is [N:1]1[CH:6]=[CH:5][CH:4]=[CH:3][C:2]=1[CH2:7][O:8][C:9]1[CH:10]=[C:11]2[C:15](=[CH:16][CH:17]=1)[N:14]([CH2:18][C:19]1[CH:20]=[CH:21][C:22]([C:25]3[CH:26]=[CH:27][C:28]([O:31][CH3:32])=[N:29][CH:30]=3)=[CH:23][CH:24]=1)[C:13]([CH2:33][C:34]([CH3:39])([CH3:38])[C:35]([O-:37])=[O:36])=[C:12]2[S:40][C:41]([CH3:44])([CH3:43])[CH3:42].[Na+:46]. The yield is 1.00. (4) The reactants are C1(OC)C=CC=CC=1.FC(F)(F)C(O)=O.[CH:16]1([CH2:19][N:20]2[C:24]([C:25]3[CH:30]=[CH:29][N:28]=[C:27]([NH:31][C:32]4[CH:37]=[CH:36][C:35]([S:38](=[O:49])(=[O:48])[N:39]([CH2:44][CH2:45][O:46][CH3:47])C(C)(C)C)=[CH:34][CH:33]=4)[N:26]=3)=[CH:23][N:22]=[C:21]2[CH2:50][CH3:51])[CH2:18][CH2:17]1. No catalyst specified. The product is [CH:16]1([CH2:19][N:20]2[C:24]([C:25]3[CH:30]=[CH:29][N:28]=[C:27]([NH:31][C:32]4[CH:33]=[CH:34][C:35]([S:38](=[O:48])(=[O:49])[NH:39][CH2:44][CH2:45][O:46][CH3:47])=[CH:36][CH:37]=4)[N:26]=3)=[CH:23][N:22]=[C:21]2[CH2:50][CH3:51])[CH2:18][CH2:17]1. The yield is 0.480. (5) The reactants are Br[C:2]1[CH:35]=[CH:34][C:5]([CH2:6][CH2:7][NH:8][C:9]([C:11]2[CH:33]=[CH:32][C:14]([O:15][C:16]3[CH:25]=[C:24]4[C:19]([CH:20]([C:26]([O:28][CH2:29][CH3:30])=[O:27])[CH2:21][CH2:22][O:23]4)=[CH:18][C:17]=3[Cl:31])=[CH:13][CH:12]=2)=[O:10])=[CH:4][CH:3]=1.P([O-])([O-])([O-])=O.[K+].[K+].[K+].C1(P([CH:57]2[CH2:62][CH2:61]CCC2)C2CCCCC2)CCCCC1.C1(B(O)O)CC1. The catalyst is C1(C)C=CC=CC=1.C([O-])(=O)C.[Pd+2].C([O-])(=O)C.O. The product is [Cl:31][C:17]1[CH:18]=[C:19]2[C:24](=[CH:25][C:16]=1[O:15][C:14]1[CH:32]=[CH:33][C:11]([C:9](=[O:10])[NH:8][CH2:7][CH2:6][C:5]3[CH:34]=[CH:35][C:2]([CH:61]4[CH2:62][CH2:57]4)=[CH:3][CH:4]=3)=[CH:12][CH:13]=1)[O:23][CH2:22][CH2:21][CH:20]2[C:26]([O:28][CH2:29][CH3:30])=[O:27]. The yield is 0.460.